Dataset: Volume of distribution at steady state (VDss) regression data from Lombardo et al.. Task: Regression/Classification. Given a drug SMILES string, predict its absorption, distribution, metabolism, or excretion properties. Task type varies by dataset: regression for continuous measurements (e.g., permeability, clearance, half-life) or binary classification for categorical outcomes (e.g., BBB penetration, CYP inhibition). For this dataset (vdss_lombardo), we predict log10(VDss) (log10 of volume of distribution in L/kg). (1) The drug is CC[NH+](CC)CCNC(=O)c1cc(Cl)c(N)cc1OC. The log10(VDss) is 0.510. (2) The drug is COc1c(N2CC3CCC[NH2+]C3C2)c(F)cc2c(=O)c(C(=O)[O-])cn(C3CC3)c12. The log10(VDss) is 0.150. (3) The molecule is COc1ccccc1OCC(O)CN1CCN(CC(=O)Nc2c(C)cccc2C)CC1. The log10(VDss) is 0.0800. (4) The compound is CN1C(=O)C([O-])CC1c1cccnc1. The log10(VDss) is -0.0700. (5) The drug is CCCCc1ncc(/C=C(/Cc2cccs2)C(=O)[O-])n1Cc1ccc(C(=O)[O-])cc1. The log10(VDss) is -0.770. (6) The compound is COc1ccc(/C=C/c2cc(OC)c(OC)c(OC)c2)cc1NC(=O)C(N)CO. The log10(VDss) is -0.360.